From a dataset of Peptide-MHC class I binding affinity with 185,985 pairs from IEDB/IMGT. Regression. Given a peptide amino acid sequence and an MHC pseudo amino acid sequence, predict their binding affinity value. This is MHC class I binding data. The peptide sequence is RARKRGITM. The MHC is HLA-B18:01 with pseudo-sequence HLA-B18:01. The binding affinity (normalized) is 0.0847.